From a dataset of Full USPTO retrosynthesis dataset with 1.9M reactions from patents (1976-2016). Predict the reactants needed to synthesize the given product. The reactants are: [Cl:1][C:2]1[CH:9]=[C:8]([N:10]2[C:14]([CH3:15])=[C:13]([O:16][C:17]3[CH:22]=[CH:21][C:20]([N+:23]([O-])=O)=[CH:19][N:18]=3)[C:12]([CH3:26])=[N:11]2)[CH:7]=[CH:6][C:3]=1[C:4]#[N:5].Cl.C(O)(=O)C.N. Given the product [NH2:23][C:20]1[CH:21]=[CH:22][C:17]([O:16][C:13]2[C:12]([CH3:26])=[N:11][N:10]([C:8]3[CH:7]=[CH:6][C:3]([C:4]#[N:5])=[C:2]([Cl:1])[CH:9]=3)[C:14]=2[CH3:15])=[N:18][CH:19]=1, predict the reactants needed to synthesize it.